From a dataset of Full USPTO retrosynthesis dataset with 1.9M reactions from patents (1976-2016). Predict the reactants needed to synthesize the given product. The reactants are: [NH2:1][C:2]1[CH:12]=[N:11][CH:10]=[CH:9][C:3]=1[C:4]([O:6][CH2:7][CH3:8])=[O:5].C1C(=O)N([Cl:20])C(=O)C1.C([O-])(O)=O.[Na+].C(OCC)(=O)C. Given the product [NH2:1][C:2]1[C:3]([C:4]([O:6][CH2:7][CH3:8])=[O:5])=[CH:9][C:10]([Cl:20])=[N:11][CH:12]=1, predict the reactants needed to synthesize it.